This data is from Reaction yield outcomes from USPTO patents with 853,638 reactions. The task is: Predict the reaction yield, written as a fraction of the theoretical maximum amount of product (1.0 means a 100% yield; for example, 0.34 means a 34% yield). (1) The reactants are [CH3:1][N:2]([CH2:18][CH2:19][NH:20]C(=O)C(F)(F)F)[C:3]([C:5]1[N:6]=[C:7]([CH3:17])[S:8][C:9]=1[C:10]1[CH:15]=[CH:14][C:13]([F:16])=[CH:12][CH:11]=1)=[O:4].C([O-])([O-])=O.[K+].[K+]. The catalyst is CO.O. The product is [NH2:20][CH2:19][CH2:18][N:2]([CH3:1])[C:3]([C:5]1[N:6]=[C:7]([CH3:17])[S:8][C:9]=1[C:10]1[CH:15]=[CH:14][C:13]([F:16])=[CH:12][CH:11]=1)=[O:4]. The yield is 0.720. (2) The reactants are C([O:3][C:4](=[O:28])[CH2:5][CH:6]([CH2:11][N:12]1[CH2:17][CH2:16][CH2:15][CH:14]([C:18]2[CH:23]=[CH:22][CH:21]=[C:20]([C:24]([F:27])([F:26])[F:25])[CH:19]=2)[CH2:13]1)[C:7]([F:10])([F:9])[F:8])C.[OH-].[Na+]. The catalyst is C(O)C. The product is [F:10][C:7]([F:8])([F:9])[CH:6]([CH2:11][N:12]1[CH2:17][CH2:16][CH2:15][CH:14]([C:18]2[CH:23]=[CH:22][CH:21]=[C:20]([C:24]([F:25])([F:26])[F:27])[CH:19]=2)[CH2:13]1)[CH2:5][C:4]([OH:28])=[O:3]. The yield is 0.990. (3) The yield is 0.490. The reactants are [CH:1]1([C:8]2([CH3:15])[NH:12][C:11](=[O:13])[NH:10][C:9]2=[O:14])[CH2:7][CH2:6][CH2:5][CH2:4][CH2:3][CH2:2]1.Br[CH2:17][C:18]([C:20]1[CH:25]=[CH:24][CH:23]=[CH:22][CH:21]=1)=[O:19]. The product is [CH:1]1([C:8]2([CH3:15])[NH:12][C:11](=[O:13])[N:10]([CH2:17][C:18](=[O:19])[C:20]3[CH:25]=[CH:24][CH:23]=[CH:22][CH:21]=3)[C:9]2=[O:14])[CH2:2][CH2:3][CH2:4][CH2:5][CH2:6][CH2:7]1. No catalyst specified. (4) The reactants are [Br-:1].[Br-].[Br-].C([N+](CCCC)(CCCC)CCCC)CCC.C([N+](CCCC)(CCCC)CCCC)CCC.C([N+](CCCC)(CCCC)CCCC)CCC.[CH2:55]([O:57][C:58]1[CH:59]=[CH:60][C:61]([CH2:65][CH3:66])=[C:62]([OH:64])[CH:63]=1)[CH3:56]. The catalyst is C(Cl)(Cl)Cl. The product is [Br:1][C:59]1[C:58]([O:57][CH2:55][CH3:56])=[CH:63][C:62]([OH:64])=[C:61]([CH2:65][CH3:66])[CH:60]=1. The yield is 0.580. (5) The reactants are [C:1]1(=[O:14])[C:13]2[C:5]([C:6]3[C:11]([CH:12]=2)=[CH:10][CH:9]=[CH:8][CH:7]=3)=[CH:4][CH:3]=[CH:2]1.O.[Br:16]Br.S([O-])(O)=O.[Na+]. The catalyst is S(=O)(=O)(O)O.C1(C)C=CC=CC=1. The product is [Br:16][C:2]1[C:1](=[O:14])[C:13]2[C:5](=[CH:4][CH:3]=1)[C:6]1[C:11](=[CH:10][CH:9]=[CH:8][CH:7]=1)[CH:12]=2. The yield is 0.920.